This data is from Reaction yield outcomes from USPTO patents with 853,638 reactions. The task is: Predict the reaction yield, written as a fraction of the theoretical maximum amount of product (1.0 means a 100% yield; for example, 0.34 means a 34% yield). (1) The reactants are Br[CH:2]([CH:18]([CH3:20])[CH3:19])[C:3]([N:5]1[CH2:10][CH2:9][CH:8]([C:11]2[CH:16]=[CH:15][C:14]([Cl:17])=[CH:13][CH:12]=2)[CH2:7][CH2:6]1)=[O:4].C([O-])([O-])=O.[K+].[K+].[C:27]1([C:33]2[N:34]=[N:35][NH:36][N:37]=2)[CH:32]=[CH:31][CH:30]=[CH:29][CH:28]=1. The catalyst is CC#N. The product is [Cl:17][C:14]1[CH:15]=[CH:16][C:11]([CH:8]2[CH2:9][CH2:10][N:5]([C:3](=[O:4])[CH:2]([N:35]3[N:36]=[N:37][C:33]([C:27]4[CH:32]=[CH:31][CH:30]=[CH:29][CH:28]=4)=[N:34]3)[CH:18]([CH3:20])[CH3:19])[CH2:6][CH2:7]2)=[CH:12][CH:13]=1. The yield is 0.210. (2) The reactants are [NH2:1][C@@H:2]([CH2:7][OH:8])[CH2:3][CH:4]([CH3:6])[CH3:5].CCN(CC)CC.[CH3:16][C:17]([O:20][C:21](O[C:21]([O:20][C:17]([CH3:19])([CH3:18])[CH3:16])=[O:22])=[O:22])([CH3:19])[CH3:18]. The catalyst is CN(C1C=CN=CC=1)C.C1COCC1. The product is [C:17]([O:20][C:21](=[O:22])[NH:1][CH:2]([CH2:7][OH:8])[CH2:3][CH:4]([CH3:6])[CH3:5])([CH3:19])([CH3:18])[CH3:16]. The yield is 0.530. (3) The reactants are C[O:2][C:3](=[O:40])[C:4]1[CH:9]=[CH:8][C:7]([CH2:10][CH2:11][CH:12]([CH:34]2[CH2:39][CH2:38][CH2:37][CH2:36][CH2:35]2)[N:13]2[C:17]3[CH:18]=[C:19]([F:23])[C:20]([F:22])=[CH:21][C:16]=3[N:15]=[C:14]2[C:24]2[C:25]([O:32][CH3:33])=[N:26][C:27]([O:30][CH3:31])=[CH:28][CH:29]=2)=[CH:6][CH:5]=1.O.O.[OH-].[Li+].Cl. The catalyst is O1CCOCC1.C(OCC)(=O)C. The product is [CH:34]1([CH:12]([N:13]2[C:17]3[CH:18]=[C:19]([F:23])[C:20]([F:22])=[CH:21][C:16]=3[N:15]=[C:14]2[C:24]2[C:25]([O:32][CH3:33])=[N:26][C:27]([O:30][CH3:31])=[CH:28][CH:29]=2)[CH2:11][CH2:10][C:7]2[CH:8]=[CH:9][C:4]([C:3]([OH:40])=[O:2])=[CH:5][CH:6]=2)[CH2:39][CH2:38][CH2:37][CH2:36][CH2:35]1. The yield is 0.780. (4) The reactants are [F:1][C:2]1[CH:3]=[C:4]([NH2:18])[CH:5]=[CH:6][C:7]=1[O:8][C:9]1[CH:14]=[CH:13][N:12]=[CH:11][C:10]=1[N+:15]([O-:17])=[O:16].[F:19][C:20]1[CH:25]=[CH:24][C:23]([CH2:26][C:27]([N:29]=[C:30]=[O:31])=[O:28])=[CH:22][CH:21]=1.COC1C=CC(CNC2N=CN=C(OC3C=CC(NC(NC(=O)CC4C=CC(F)=CC=4)=O)=CC=3F)C=2)=CC=1. The catalyst is C1COCC1. The product is [F:1][C:2]1[CH:3]=[C:4]([NH:18][C:30]([NH:29][C:27](=[O:28])[CH2:26][C:23]2[CH:24]=[CH:25][C:20]([F:19])=[CH:21][CH:22]=2)=[O:31])[CH:5]=[CH:6][C:7]=1[O:8][C:9]1[CH:14]=[CH:13][N:12]=[CH:11][C:10]=1[N+:15]([O-:17])=[O:16]. The yield is 0.250. (5) The reactants are [Br:1][C:2]1[CH:7]=[CH:6][C:5]([CH2:8][C:9]([O:11][CH3:12])=[O:10])=[C:4]([C:13]#[CH:14])[CH:3]=1. The catalyst is CO.C1C=CC(P(C2C=CC=CC=2)C2C=CC=CC=2)=CC=1.C1C=CC(P(C2C=CC=CC=2)C2C=CC=CC=2)=CC=1.C1C=CC(P(C2C=CC=CC=2)C2C=CC=CC=2)=CC=1.[Cl-].[Rh]. The product is [Br:1][C:2]1[CH:7]=[CH:6][C:5]([CH2:8][C:9]([O:11][CH3:12])=[O:10])=[C:4]([CH2:13][CH3:14])[CH:3]=1. The yield is 0.770. (6) The reactants are [Cl:1][C:2]1[C:3]([CH2:8][NH:9][C:10]([CH:12]2[CH2:22][N:16]3[C:17](=[O:21])[O:18][CH2:19][CH2:20][CH:15]3[CH2:14][CH2:13]2)=O)=[N:4][CH:5]=[CH:6][N:7]=1.P(Cl)(Cl)(Cl)(Cl)Cl.C(Cl)Cl.O. The catalyst is CC#N. The product is [Cl:1][C:2]1[C:3]2[N:4]([C:10]([CH:12]3[CH2:22][N:16]4[C:17](=[O:21])[O:18][CH2:19][CH2:20][CH:15]4[CH2:14][CH2:13]3)=[N:9][CH:8]=2)[CH:5]=[CH:6][N:7]=1. The yield is 0.450. (7) The reactants are [C:1]([C:5]1[CH:6]=[C:7]([CH2:15][C:16](N(OC)C)=[O:17])[CH:8]=[C:9]([C:11]([CH3:14])([CH3:13])[CH3:12])[CH:10]=1)([CH3:4])([CH3:3])[CH3:2].[CH:22]1([Mg]Br)[CH2:27][CH2:26][CH2:25][CH2:24][CH2:23]1.[CH2:30]1COCC1. No catalyst specified. The product is [CH:22]1([CH2:30][C:16](=[O:17])[CH2:15][C:7]2[CH:8]=[C:9]([C:11]([CH3:13])([CH3:12])[CH3:14])[CH:10]=[C:5]([C:1]([CH3:3])([CH3:4])[CH3:2])[CH:6]=2)[CH2:27][CH2:26][CH2:25][CH2:24][CH2:23]1. The yield is 0.0700.